This data is from CYP2C19 inhibition data for predicting drug metabolism from PubChem BioAssay. The task is: Regression/Classification. Given a drug SMILES string, predict its absorption, distribution, metabolism, or excretion properties. Task type varies by dataset: regression for continuous measurements (e.g., permeability, clearance, half-life) or binary classification for categorical outcomes (e.g., BBB penetration, CYP inhibition). Dataset: cyp2c19_veith. The compound is Cc1nc(S(=O)(=O)N(C)c2ccccc2)c(C#N)c(C)c1Cl. The result is 1 (inhibitor).